This data is from Forward reaction prediction with 1.9M reactions from USPTO patents (1976-2016). The task is: Predict the product of the given reaction. (1) Given the reactants [CH:1]([N:3]1[CH2:8][CH2:7][N:6]([C:9](=[S:11])[NH2:10])[CH2:5][CH2:4]1)=[O:2].[CH3:12][I:13], predict the reaction product. The product is: [IH:13].[CH:1]([N:3]1[CH2:8][CH2:7][N:6]([C:9](=[NH:10])[S:11][CH3:12])[CH2:5][CH2:4]1)=[O:2]. (2) Given the reactants [C:1]([C:4]1[CH:26]=[CH:25][C:7]([O:8][C:9]2[CH:18]=[C:17]3[C:12]([CH:13]([C:19]([O:21][CH2:22][CH3:23])=[O:20])[CH2:14][CH2:15][O:16]3)=[CH:11][C:10]=2[Cl:24])=[CH:6][CH:5]=1)(=[O:3])[NH2:2].Cl[C:28]1[CH:37]=[N:36][C:35]2[C:30](=[CH:31][CH:32]=[C:33]([Cl:38])[CH:34]=2)[N:29]=1.CC(C1C=C(C(C)C)C(C2C=CC=CC=2P(C2CCCCC2)C2CCCCC2)=C(C(C)C)C=1)C.C(=O)([O-])[O-].[Cs+].[Cs+], predict the reaction product. The product is: [Cl:24][C:10]1[CH:11]=[C:12]2[C:17](=[CH:18][C:9]=1[O:8][C:7]1[CH:6]=[CH:5][C:4]([C:1](=[O:3])[NH:2][C:28]3[CH:37]=[N:36][C:35]4[C:30](=[CH:31][CH:32]=[C:33]([Cl:38])[CH:34]=4)[N:29]=3)=[CH:26][CH:25]=1)[O:16][CH2:15][CH2:14][CH:13]2[C:19]([O:21][CH2:22][CH3:23])=[O:20].